Task: Predict the reactants needed to synthesize the given product.. Dataset: Full USPTO retrosynthesis dataset with 1.9M reactions from patents (1976-2016) (1) Given the product [C:22]([O-:41])(=[O:40])[CH2:23][CH2:24][CH2:25][CH2:26]/[CH:27]=[CH:28]\[CH2:29]/[CH:30]=[CH:31]\[CH2:32]/[CH:33]=[CH:34]\[CH2:35][CH2:36][CH2:37][CH2:38][CH3:39].[CH2:4]([NH+:5]1[CH2:6][CH2:7][CH2:8][CH2:9][CH:10]1[C:11](=[O:12])[NH:13][C:14]1[C:19]([CH3:20])=[CH:18][CH:17]=[CH:16][C:15]=1[CH3:21])[CH2:3][CH2:2][CH3:1], predict the reactants needed to synthesize it. The reactants are: [CH3:1][CH2:2][CH2:3][CH2:4][N:5]1[CH:10]([C:11]([NH:13][C:14]2[C:15]([CH3:21])=[CH:16][CH:17]=[CH:18][C:19]=2[CH3:20])=[O:12])[CH2:9][CH2:8][CH2:7][CH2:6]1.[C:22]([OH:41])(=[O:40])[CH2:23][CH2:24][CH2:25][CH2:26][CH2:27][CH2:28][CH2:29]/[CH:30]=[CH:31]\[CH2:32]/[CH:33]=[CH:34]\[CH2:35][CH2:36][CH2:37][CH2:38][CH3:39]. (2) Given the product [OH:70][C:67]1[CH:68]=[CH:69][C:64]([CH2:63][CH2:62][C:41]2[CH:40]=[CH:39][C:38]([OH:37])=[CH:43][C:42]=2[N:44]([CH3:61])[CH2:45][C:46]2[CH:51]=[CH:50][C:49]([O:52][CH2:53][CH2:54][N:55]3[CH2:56][CH2:57][CH2:58][CH2:59][CH2:60]3)=[CH:48][CH:47]=2)=[CH:65][CH:66]=1, predict the reactants needed to synthesize it. The reactants are: COC1C=CC(CCC2C=CC(OC)=CC=2)=C(NCC2C=CC(OCCN3CCCCC3)=CC=2)C=1.C[O:37][C:38]1[CH:39]=[CH:40][C:41]([CH2:62][CH2:63][C:64]2[CH:69]=[CH:68][C:67]([O:70]C)=[CH:66][CH:65]=2)=[C:42]([N:44]([CH3:61])[CH2:45][C:46]2[CH:51]=[CH:50][C:49]([O:52][CH2:53][CH2:54][N:55]3[CH2:60][CH2:59][CH2:58][CH2:57][CH2:56]3)=[CH:48][CH:47]=2)[CH:43]=1. (3) Given the product [CH3:1][N:2]1[CH2:27][CH2:26][C:5]2[N:6](/[CH:14]=[C:15](/[C:18]3[CH:19]=[CH:20][C:21]([OH:24])=[CH:22][CH:23]=3)\[CH3:16])[C:7]3[CH:8]=[CH:9][C:10]([CH3:13])=[CH:11][C:12]=3[C:4]=2[CH2:3]1, predict the reactants needed to synthesize it. The reactants are: [CH3:1][N:2]1[CH2:27][CH2:26][C:5]2[N:6]([CH2:14][C:15]([C:18]3[CH:23]=[CH:22][C:21]([O:24]C)=[CH:20][CH:19]=3)(O)[CH3:16])[C:7]3[CH:8]=[CH:9][C:10]([CH3:13])=[CH:11][C:12]=3[C:4]=2[CH2:3]1.C([O-])(O)=O.[Na+]. (4) Given the product [CH3:1][O:2][C:3]1[CH:4]=[C:5]([CH:33]=[CH:34][C:35]=1[O:36][CH3:37])[CH2:6][CH:7]1[C:16]2[C:11](=[CH:12][C:13]([O:18][CH3:19])=[C:14]([O:17][CH2:39][CH2:40][F:41])[CH:15]=2)[CH2:10][CH2:9][N:8]1[CH2:20][C:21]([NH:23][CH:24]1[C:32]2[C:27](=[CH:28][CH:29]=[CH:30][CH:31]=2)[CH2:26][CH2:25]1)=[O:22], predict the reactants needed to synthesize it. The reactants are: [CH3:1][O:2][C:3]1[CH:4]=[C:5]([CH:33]=[CH:34][C:35]=1[O:36][CH3:37])[CH2:6][CH:7]1[C:16]2[C:11](=[CH:12][C:13]([O:18][CH3:19])=[C:14]([OH:17])[CH:15]=2)[CH2:10][CH2:9][N:8]1[CH2:20][C:21]([NH:23][CH:24]1[C:32]2[C:27](=[CH:28][CH:29]=[CH:30][CH:31]=2)[CH2:26][CH2:25]1)=[O:22].Br[CH2:39][CH2:40][F:41]. (5) Given the product [NH2:1][C:4]1[S:5][CH:6]=[C:7]2[C:11](=[O:12])[N:10]([CH:13]3[CH2:18][CH2:17][C:16](=[O:19])[NH:15][C:14]3=[O:20])[C:9](=[O:21])[C:8]=12, predict the reactants needed to synthesize it. The reactants are: [N+:1]([C:4]1[S:5][CH:6]=[C:7]2[C:11](=[O:12])[N:10]([CH:13]3[CH2:18][CH2:17][C:16](=[O:19])[NH:15][C:14]3=[O:20])[C:9](=[O:21])[C:8]=12)([O-])=O.[O-]S(S([O-])=O)=O.[Na+].[Na+]. (6) Given the product [O:1]=[C:2]1[N:6]([C:7]2[CH:12]=[CH:11][CH:10]=[CH:9][CH:8]=2)[CH2:5][CH:4]([C:13]([NH2:18])=[O:15])[CH2:3]1, predict the reactants needed to synthesize it. The reactants are: [O:1]=[C:2]1[N:6]([C:7]2[CH:12]=[CH:11][CH:10]=[CH:9][CH:8]=2)[CH2:5][CH:4]([C:13]([OH:15])=O)[CH2:3]1.CC[N:18]=C=NCCCN(C)C.Cl.C1C=CC2N(O)N=NC=2C=1.C(=O)(O)[O-].[Na+]. (7) Given the product [BrH:1].[CH2:2]([O:4][C:5]([C:6]1[C:7]2[CH2:16][CH2:15][C:14]3[CH:13]=[N:12][CH:11]=[CH:10][C:9]=3[C:8]=2[NH:19][C:18]=1[Br:1])=[O:20])[CH3:3], predict the reactants needed to synthesize it. The reactants are: [BrH:1].[CH2:2]([O:4][C:5](=[O:20])[CH:6]([C:18]#[N:19])[CH:7]1[CH2:16][CH2:15][C:14]2[CH:13]=[N:12][CH:11]=[CH:10][C:9]=2[C:8]1=O)[CH3:3]. (8) Given the product [C:10]([O:9][C:8](=[O:14])[NH:7][CH:6]1[CH:1]2[CH:5]1[CH2:4][N:3]([CH2:16][CH2:17][OH:18])[CH2:2]2)([CH3:11])([CH3:13])[CH3:12], predict the reactants needed to synthesize it. The reactants are: [CH:1]12[CH:6]([NH:7][C:8](=[O:14])[O:9][C:10]([CH3:13])([CH3:12])[CH3:11])[CH:5]1[CH2:4][NH:3][CH2:2]2.Br[CH2:16][CH2:17][OH:18].C(Cl)(Cl)Cl.CO. (9) Given the product [CH3:19][O:15][C:14]([C:10]1[C:9]2[C:4](=[CH:5][CH:6]=[CH:7][CH:8]=2)[NH:3][C:2](=[O:1])[C:11]=1[CH:12]=[CH2:13])=[O:16], predict the reactants needed to synthesize it. The reactants are: [O:1]=[C:2]1[C:11]([CH:12]=[CH2:13])=[C:10]([C:14]([OH:16])=[O:15])[C:9]2[C:4](=[CH:5][CH:6]=[CH:7][CH:8]=2)[NH:3]1.[N+](=[CH2:19])=[N-].C(O)(=O)C.